Predict the product of the given reaction. From a dataset of Forward reaction prediction with 1.9M reactions from USPTO patents (1976-2016). (1) The product is: [Cl:1][C:2]1[C:3]([N:8]2[C:12]([C:13]([O:15][CH2:16][CH3:17])=[O:14])=[CH:11][C:10]([O:18][CH2:20][CH:21]([F:23])[F:22])=[N:9]2)=[N:4][CH:5]=[CH:6][CH:7]=1. Given the reactants [Cl:1][C:2]1[C:3]([N:8]2[C:12]([C:13]([O:15][CH2:16][CH3:17])=[O:14])=[CH:11][C:10]([OH:18])=[N:9]2)=[N:4][CH:5]=[CH:6][CH:7]=1.I[CH2:20][CH:21]([F:23])[F:22].C(=O)([O-])[O-].[K+].[K+], predict the reaction product. (2) The product is: [CH3:11][O:12][CH2:13][CH2:14][S:1]([C:2]1[CH:10]=[CH:9][C:5]([CH2:6][CH2:7][OH:8])=[CH:4][CH:3]=1)(=[O:24])=[O:22]. Given the reactants [SH:1][C:2]1[CH:10]=[CH:9][C:5]([CH2:6][CH2:7][OH:8])=[CH:4][CH:3]=1.[CH3:11][O:12][CH2:13][CH2:14]Cl.C(=O)([O-])[O-].[K+].[K+].[OH2:22].C[OH:24], predict the reaction product.